From a dataset of Peptide-MHC class I binding affinity with 185,985 pairs from IEDB/IMGT. Regression. Given a peptide amino acid sequence and an MHC pseudo amino acid sequence, predict their binding affinity value. This is MHC class I binding data. (1) The peptide sequence is PTILATLNTL. The MHC is HLA-A02:02 with pseudo-sequence HLA-A02:02. The binding affinity (normalized) is 0.452. (2) The peptide sequence is QMISPVMSV. The MHC is HLA-A02:11 with pseudo-sequence HLA-A02:11. The binding affinity (normalized) is 1.00. (3) The MHC is HLA-B54:01 with pseudo-sequence HLA-B54:01. The binding affinity (normalized) is 0. The peptide sequence is GTITGGVCYY.